From a dataset of Reaction yield outcomes from USPTO patents with 853,638 reactions. Predict the reaction yield, written as a fraction of the theoretical maximum amount of product (1.0 means a 100% yield; for example, 0.34 means a 34% yield). (1) The reactants are F[C:2]1[N:7]=[C:6]([C:8]2[C:16]3[C:11](=[CH:12][N:13]=[C:14]([C:17]4[CH:18]=[N:19][N:20]([CH3:22])[CH:21]=4)[CH:15]=3)[N:10](C3CCCCO3)[N:9]=2)[CH:5]=[CH:4][CH:3]=1.[NH:29]1[CH2:35][CH2:34][CH2:33][CH2:32][CH:31]([NH:36]C(=O)OC(C)(C)C)[CH2:30]1. No catalyst specified. The product is [CH3:22][N:20]1[CH:21]=[C:17]([C:14]2[CH:15]=[C:16]3[C:8]([C:6]4[N:7]=[C:2]([N:29]5[CH2:35][CH2:34][CH2:33][CH2:32][CH:31]([NH2:36])[CH2:30]5)[CH:3]=[CH:4][CH:5]=4)=[N:9][NH:10][C:11]3=[CH:12][N:13]=2)[CH:18]=[N:19]1. The yield is 0.586. (2) The reactants are [NH2:1][C:2]1[NH:7][C:6](=[O:8])[N:5]([CH3:9])[C:4](=[O:10])[C:3]=1[N:11]=O.S(S([O-])=O)([O-])=O.[Na+].[Na+]. The catalyst is [OH-].[NH4+]. The product is [NH2:11][C:3]1[C:4](=[O:10])[N:5]([CH3:9])[C:6](=[O:8])[NH:7][C:2]=1[NH2:1]. The yield is 0.301. (3) The reactants are [NH:1]1[C:5]2[CH:6]=[CH:7][CH:8]=[CH:9][C:4]=2[N:3]=[C:2]1[C:10]1[C:18]2[C:13](=[CH:14][C:15]([C:19]3[CH:24]=[CH:23][C:22]([OH:25])=[CH:21][C:20]=3[CH2:26][CH2:27][O:28]C)=[CH:16][CH:17]=2)[NH:12][N:11]=1.B(Br)(Br)Br. The catalyst is CCOC(C)=O. The product is [NH:3]1[C:4]2[CH:9]=[CH:8][CH:7]=[CH:6][C:5]=2[N:1]=[C:2]1[C:10]1[C:18]2[C:13](=[CH:14][C:15]([C:19]3[CH:24]=[CH:23][C:22]([OH:25])=[CH:21][C:20]=3[CH2:26][CH2:27][OH:28])=[CH:16][CH:17]=2)[NH:12][N:11]=1. The yield is 0.590. (4) The reactants are [CH3:1][O:2][C:3]1[CH:4]=[C:5]2[C:10](=[CH:11][C:12]=1[O:13][CH3:14])[N:9]=[CH:8][N:7]=[C:6]2[O:15][C:16]1[CH:22]=[CH:21][C:19]([NH2:20])=[C:18]([N+:23]([O-:25])=[O:24])[CH:17]=1.ClC(Cl)(O[C:30](=[O:36])OC(Cl)(Cl)Cl)Cl.[NH2:38][N:39]1[CH2:44][CH2:43][CH2:42][CH2:41][CH2:40]1.C(=O)(O)[O-].[Na+]. The catalyst is C(Cl)Cl.C(N(CC)CC)C.C1(C)C=CC=CC=1. The product is [CH3:1][O:2][C:3]1[CH:4]=[C:5]2[C:10](=[CH:11][C:12]=1[O:13][CH3:14])[N:9]=[CH:8][N:7]=[C:6]2[O:15][C:16]1[CH:22]=[CH:21][C:19]([NH:20][C:30]([NH:38][N:39]2[CH2:44][CH2:43][CH2:42][CH2:41][CH2:40]2)=[O:36])=[C:18]([N+:23]([O-:25])=[O:24])[CH:17]=1. The yield is 0.730. (5) The reactants are [NH2:1][C:2]1[CH:17]=[CH:16][CH:15]=[C:14]([Cl:18])[C:3]=1[C:4]([NH:6][C:7]1[CH:12]=[CH:11][CH:10]=[CH:9][C:8]=1[F:13])=[O:5].[Cl:19][CH2:20][C:21](Cl)=O. The catalyst is C(O)(=O)C. The product is [Cl:18][C:14]1[CH:15]=[CH:16][CH:17]=[C:2]2[C:3]=1[C:4](=[O:5])[N:6]([C:7]1[CH:12]=[CH:11][CH:10]=[CH:9][C:8]=1[F:13])[C:21]([CH2:20][Cl:19])=[N:1]2. The yield is 0.400. (6) The reactants are [NH2:1][C:2]1([NH2:23])[NH:11][C:10](=[O:12])[C:9]2[C:4](=[N:5][CH:6]=[C:7]([C:13]3[CH:18]=[CH:17][C:16]([O:19][CH3:20])=[C:15]([O:21][CH3:22])[CH:14]=3)[N:8]=2)[NH:3]1.[C:24](OC(=O)C)(=[O:26])[CH3:25]. The catalyst is C(O)(=O)C. The product is [C:24]([NH:23][C:2]1([NH2:1])[NH:11][C:10](=[O:12])[C:9]2[C:4](=[N:5][CH:6]=[C:7]([C:13]3[CH:18]=[CH:17][C:16]([O:19][CH3:20])=[C:15]([O:21][CH3:22])[CH:14]=3)[N:8]=2)[NH:3]1)(=[O:26])[CH3:25]. The yield is 0.770. (7) The reactants are [Br:1][C:2]1[CH:3]=[C:4]([CH2:9]Br)[C:5]([Cl:8])=[N:6][CH:7]=1.[Cl:11][C:12]1[CH:17]=[CH:16][C:15]([NH:18][C:19](=[O:21])[CH3:20])=[C:14]([CH:22]=[CH2:23])[CH:13]=1.ClC1C(CN(C2C=CC=CC=2C=C)C(=O)C)=CC(F)=C(Cl)N=1. No catalyst specified. The product is [Br:1][C:2]1[CH:3]=[C:4]([CH2:9][N:18]([C:15]2[CH:16]=[CH:17][C:12]([Cl:11])=[CH:13][C:14]=2[CH:22]=[CH2:23])[C:19](=[O:21])[CH3:20])[C:5]([Cl:8])=[N:6][CH:7]=1. The yield is 0.940. (8) The reactants are [CH2:1]([S:8][C:9]1[C:18]2[C:13](=[CH:14][CH:15]=[CH:16][CH:17]=2)[CH:12]=[CH:11][CH:10]=1)[C:2]1[CH:7]=[CH:6][CH:5]=[CH:4][CH:3]=1.C1C(=O)N([Br:26])C(=O)C1. The catalyst is C(Cl)(Cl)(Cl)Cl. The product is [CH2:1]([S:8][C:9]1[C:18]2[C:13](=[CH:14][CH:15]=[CH:16][CH:17]=2)[C:12]([Br:26])=[CH:11][CH:10]=1)[C:2]1[CH:7]=[CH:6][CH:5]=[CH:4][CH:3]=1. The yield is 0.230. (9) The reactants are C(CNC(C1NC2[C:18](Cl)=[C:19]([Cl:21])[S:20]C=2C=1)=O)(=O)C1C=CC=CC=1.C1C=CC2N([OH:32])N=NC=2C=1.CC[N:35]([CH:39]([CH3:41])C)[CH:36]([CH3:38])[CH3:37].Cl.Cl.[N:44]1[CH:49]=[CH:48][CH:47]=[C:46]([CH:50]([NH2:58])[CH2:51][C:52]2[CH:57]=[CH:56][CH:55]=[CH:54][CH:53]=2)[CH:45]=1.CCN=C=NCCCN(C)C.Cl. The catalyst is C(Cl)Cl.C(OCC)(=O)C.O. The product is [Cl:21][C:19]1[S:20][C:39]2[NH:35][C:36]([C:37](=[O:32])[NH:58][CH:50]([C:46]3[CH:45]=[N:44][CH:49]=[CH:48][CH:47]=3)[CH2:51][C:52]3[CH:53]=[CH:54][CH:55]=[CH:56][CH:57]=3)=[CH:38][C:41]=2[CH:18]=1. The yield is 0.670.